From a dataset of Reaction yield outcomes from USPTO patents with 853,638 reactions. Predict the reaction yield, written as a fraction of the theoretical maximum amount of product (1.0 means a 100% yield; for example, 0.34 means a 34% yield). The reactants are I[C:2]1[CH:3]=[C:4]([CH3:9])[CH:5]=[C:6]([CH3:8])[CH:7]=1.[SH:10][CH2:11][CH2:12][CH2:13][CH2:14][CH2:15][CH2:16][OH:17].C([O-])([O-])=O.[K+].[K+].C(O)CO. The catalyst is [Cu]I.CC(O)C. The product is [CH3:8][C:6]1[CH:7]=[C:2]([S:10][CH2:11][CH2:12][CH2:13][CH2:14][CH2:15][CH2:16][OH:17])[CH:3]=[C:4]([CH3:9])[CH:5]=1. The yield is 0.920.